Task: Predict the reactants needed to synthesize the given product.. Dataset: Full USPTO retrosynthesis dataset with 1.9M reactions from patents (1976-2016) (1) Given the product [C:21]([O:20][C:14](=[O:19])[CH2:15][C:7]([C:6]1[CH:10]=[CH:11][CH:12]=[C:4]([N+:1]([O-:3])=[O:2])[CH:5]=1)=[O:8])([CH3:24])([CH3:23])[CH3:22].[CH3:24][C:21]1([CH3:23])[O:20][C:14](=[O:19])[CH:15]=[C:16]([C:11]2[CH:10]=[CH:6][CH:5]=[C:4]([N+:1]([O-:3])=[O:2])[CH:12]=2)[O:18]1, predict the reactants needed to synthesize it. The reactants are: [N+:1]([C:4]1[CH:5]=[C:6]([CH:10]=[CH:11][CH:12]=1)[C:7](Cl)=[O:8])([O-:3])=[O:2].[K+].[C:14]([O:20][C:21]([CH3:24])([CH3:23])[CH3:22])(=[O:19])[CH2:15][C:16]([O-:18])=O.CCN(CC)CC.[Mg+2].[Cl-].[Cl-].C(OC(C(F)(F)F)=O)(C(F)(F)F)=O. (2) Given the product [F:1][C:2]1[CH:3]=[C:4]2[C:8](=[CH:9][CH:10]=1)[NH:7][CH:6]=[C:5]2[CH2:11][CH2:12][CH2:13][N+:21]#[C-:20], predict the reactants needed to synthesize it. The reactants are: [F:1][C:2]1[CH:3]=[C:4]2[C:8](=[CH:9][CH:10]=1)[NH:7][CH:6]=[C:5]2[CH2:11][CH2:12][CH2:13]O.BrCCCC1C2C(=CC=C(F)C=2)[NH:21][CH:20]=1.[C-]#N.[Na+]. (3) Given the product [CH3:1][O:2][C:3]([C:5]1[C:13]2[N:12]=[C:11]([C:14]3[C:15]([F:38])=[C:16]([F:37])[C:17]([C:22]4[CH:23]=[CH:24][C:25]([CH2:28][OH:29])=[CH:26][CH:27]=4)=[C:18]([F:21])[C:19]=3[F:20])[NH:10][C:9]=2[CH:8]=[C:7]([CH3:39])[CH:6]=1)=[O:4], predict the reactants needed to synthesize it. The reactants are: [CH3:1][O:2][C:3]([C:5]1[C:13]2[N:12]=[C:11]([C:14]3[C:19]([F:20])=[C:18]([F:21])[C:17]([C:22]4[CH:27]=[CH:26][C:25]([C:28](C)(C)[O:29][SiH2]C(C)(C)C)=[CH:24][CH:23]=4)=[C:16]([F:37])[C:15]=3[F:38])[NH:10][C:9]=2[CH:8]=[C:7]([CH3:39])[CH:6]=1)=[O:4].Cl. (4) Given the product [CH2:1]([O:3][CH:4]([O:22][CH2:23][CH3:24])[CH2:5][N:6]1[C:18]2[C:17]3[CH:16]=[CH:15][CH:14]=[CH:13][C:12]=3[N+:11]([O-:33])=[CH:10][C:9]=2[N:8]=[C:7]1[CH2:19][CH2:20][CH3:21])[CH3:2], predict the reactants needed to synthesize it. The reactants are: [CH2:1]([O:3][CH:4]([O:22][CH2:23][CH3:24])[CH2:5][N:6]1[C:18]2[C:17]3[CH:16]=[CH:15][CH:14]=[CH:13][C:12]=3[N:11]=[CH:10][C:9]=2[N:8]=[C:7]1[CH2:19][CH2:20][CH3:21])[CH3:2].C1C=C(Cl)C=C(C(OO)=[O:33])C=1. (5) Given the product [Cl:1][C:2]1[S:6][C:5]([C:7]2[NH:12][C:11](=[O:13])[C:10]3=[C:14]([CH2:15][CH3:16])[N:17]=[C:18]([CH:20]4[CH2:24][CH2:23][CH2:22][CH2:21]4)[N:9]3[N:8]=2)=[CH:4][CH:3]=1, predict the reactants needed to synthesize it. The reactants are: [Cl:1][C:2]1[S:6][C:5]([C:7]2[NH:12][C:11](=[O:13])[C:10]([CH:14]([NH:17][C:18]([CH:20]3[CH2:24][CH2:23][CH2:22][CH2:21]3)=O)[CH2:15][CH3:16])=[N:9][N:8]=2)=[CH:4][CH:3]=1.P(Cl)(Cl)(Cl)=O. (6) Given the product [C:1]([O:5][C:6](=[O:15])[NH:7][C:8]1[CH:13]=[CH:12][C:11]([C:24]2([OH:27])[CH2:25][CH2:26][O:21][CH2:22][CH2:23]2)=[CH:10][CH:9]=1)([CH3:4])([CH3:3])[CH3:2], predict the reactants needed to synthesize it. The reactants are: [C:1]([O:5][C:6](=[O:15])[NH:7][C:8]1[CH:13]=[CH:12][C:11](Br)=[CH:10][CH:9]=1)([CH3:4])([CH3:3])[CH3:2].C([Li])CCC.[O:21]1[CH2:26][CH2:25][C:24](=[O:27])[CH2:23][CH2:22]1.[Cl-].[NH4+]. (7) Given the product [O:4]1[C:5]2([CH2:6][CH2:7][CH:8]([C:11]3[CH:12]=[CH:13][C:14](=[O:17])[N:15]([CH3:18])[CH:16]=3)[CH2:9][CH2:10]2)[O:1][CH2:2][CH2:3]1.[O:4]1[C:5]2([CH2:6][CH2:7][CH:8]([C:11]3[CH:12]=[CH:13][C:14]([O:17][CH3:18])=[N:15][CH:16]=3)[CH2:9][CH2:10]2)[O:1][CH2:2][CH2:3]1, predict the reactants needed to synthesize it. The reactants are: [O:1]1[C:5]2([CH2:10][CH2:9][CH:8]([C:11]3[CH:12]=[CH:13][C:14](=[O:17])[NH:15][CH:16]=3)[CH2:7][CH2:6]2)[O:4][CH2:3][CH2:2]1.[C:18]([O-])([O-])=O.[Cs+].[Cs+].CI. (8) Given the product [CH:38]([C:37]1[O:42][N:18]=[C:12]([N:9]2[CH2:8][CH2:7][CH:6]([C@H:4]([CH3:5])[CH2:3][CH2:2][OH:1])[CH2:11][CH2:10]2)[N:13]=1)([CH3:40])[CH3:39], predict the reactants needed to synthesize it. The reactants are: [OH:1][CH2:2][CH2:3][C@H:4]([CH:6]1[CH2:11][CH2:10][N:9]([C:12]#[N:13])[CH2:8][CH2:7]1)[CH3:5].NO.CC[N:18]=C=NCCCN(C)C.C1C=CC2N(O)N=NC=2C=1.[C:37]([OH:42])(=O)[CH:38]([CH3:40])[CH3:39].CCN(C(C)C)C(C)C.